Dataset: Full USPTO retrosynthesis dataset with 1.9M reactions from patents (1976-2016). Task: Predict the reactants needed to synthesize the given product. (1) Given the product [F:9][C:3]1[CH:4]=[C:5]([CH3:8])[CH:6]=[CH:7][C:2]=1[C:16]1([CH3:15])[CH2:20][CH:19]([C:21]([F:24])([F:23])[F:22])[O:18][NH:17]1, predict the reactants needed to synthesize it. The reactants are: Br[C:2]1[CH:7]=[CH:6][C:5]([CH3:8])=[CH:4][C:3]=1[F:9].C([Li])CCC.[CH3:15][C:16]1[CH2:20][CH:19]([C:21]([F:24])([F:23])[F:22])[O:18][N:17]=1.B(F)(F)F.CCOCC.[Cl-].[NH4+]. (2) The reactants are: [NH2:1][C:2]1[CH:3]=[C:4]([N:24]2[CH2:28][CH2:27][O:26][C:25]2=[O:29])[CH:5]=[CH:6][C:7]=1[C:8]([N:10]1[CH2:15][CH2:14][N:13]([C:16]2[C:21]([CH3:22])=[CH:20][C:19]([CH3:23])=[CH:18][N:17]=2)[CH2:12][CH2:11]1)=[O:9].C(N(CC)CC)C.C(Cl)Cl.[C:40](Cl)(=[O:42])[CH3:41]. Given the product [C:40]([NH:1][C:2]1[CH:3]=[C:4]([N:24]2[CH2:28][CH2:27][O:26][C:25]2=[O:29])[CH:5]=[CH:6][C:7]=1[C:8]([N:10]1[CH2:11][CH2:12][N:13]([C:16]2[C:21]([CH3:22])=[CH:20][C:19]([CH3:23])=[CH:18][N:17]=2)[CH2:14][CH2:15]1)=[O:9])(=[O:42])[CH3:41], predict the reactants needed to synthesize it.